Task: Predict the reactants needed to synthesize the given product.. Dataset: Full USPTO retrosynthesis dataset with 1.9M reactions from patents (1976-2016) (1) Given the product [CH:17]1([NH:16][C:14](=[O:15])[C:13]2[CH:20]=[CH:21][C:22]([CH3:23])=[C:11]([C:7]3[N:6]=[C:5]4[NH:4][N:3]=[C:2]([NH:1][S:26]([CH2:24][CH3:25])(=[O:28])=[O:27])[C:10]4=[CH:9][CH:8]=3)[CH:12]=2)[CH2:18][CH2:19]1, predict the reactants needed to synthesize it. The reactants are: [NH2:1][C:2]1[C:10]2[C:5](=[N:6][C:7]([C:11]3[CH:12]=[C:13]([CH:20]=[CH:21][C:22]=3[CH3:23])[C:14]([NH:16][CH:17]3[CH2:19][CH2:18]3)=[O:15])=[CH:8][CH:9]=2)[NH:4][N:3]=1.[CH2:24]([S:26](Cl)(=[O:28])=[O:27])[CH3:25]. (2) Given the product [C:27]([C:30]1[CH:35]=[CH:34][CH:33]=[CH:32][C:31]=1[C:2]1[CH:7]=[CH:6][CH:5]=[C:4]([CH:8]2[N:12]([C:13]3[CH:18]=[CH:17][CH:16]=[CH:15][C:14]=3[Cl:19])[N:11]=[C:10]([C:20]([F:26])([F:25])[C:21]([F:24])([F:23])[F:22])[CH2:9]2)[N:3]=1)(=[O:29])[CH3:28], predict the reactants needed to synthesize it. The reactants are: Br[C:2]1[CH:7]=[CH:6][CH:5]=[C:4]([CH:8]2[N:12]([C:13]3[CH:18]=[CH:17][CH:16]=[CH:15][C:14]=3[Cl:19])[N:11]=[C:10]([C:20]([F:26])([F:25])[C:21]([F:24])([F:23])[F:22])[CH2:9]2)[N:3]=1.[C:27]([C:30]1[CH:35]=[CH:34][CH:33]=[CH:32][C:31]=1B(O)O)(=[O:29])[CH3:28].C(=O)([O-])[O-].[Na+].[Na+].C(O)C. (3) Given the product [C:27]([O:26][C:24]([N:21]1[CH2:22][CH2:23][C@H:19]([NH:18][C:2]2[N:10]=[CH:9][N:8]=[C:7]3[C:3]=2[N:4]=[C:5]([C:13]([O:15][CH2:16][CH3:17])=[O:14])[N:6]3[CH2:11][CH3:12])[CH2:20]1)=[O:25])([CH3:30])([CH3:28])[CH3:29], predict the reactants needed to synthesize it. The reactants are: Cl[C:2]1[N:10]=[CH:9][N:8]=[C:7]2[C:3]=1[N:4]=[C:5]([C:13]([O:15][CH2:16][CH3:17])=[O:14])[N:6]2[CH2:11][CH3:12].[NH2:18][C@H:19]1[CH2:23][CH2:22][N:21]([C:24]([O:26][C:27]([CH3:30])([CH3:29])[CH3:28])=[O:25])[CH2:20]1.C(N(CC)C(C)C)(C)C. (4) Given the product [ClH:20].[F:9][C:6]1[CH:5]=[C:4]([C:10]2[CH:11]=[C:12]([CH:17]=[CH:18][N:19]=2)[C:13]([O:15][CH3:16])=[O:14])[CH:3]=[C:2]([F:1])[C:7]=1[F:8], predict the reactants needed to synthesize it. The reactants are: [F:1][C:2]1[CH:3]=[C:4]([C:10]2[CH:11]=[C:12]([CH:17]=[CH:18][N:19]=2)[C:13]([O:15][CH3:16])=[O:14])[CH:5]=[C:6]([F:9])[C:7]=1[F:8].[ClH:20].